From a dataset of Forward reaction prediction with 1.9M reactions from USPTO patents (1976-2016). Predict the product of the given reaction. (1) Given the reactants C([NH:5][C:6]1[C:10]([C:11]([O:13][CH2:14]C)=[O:12])=[C:9]([CH2:16][N:17]([CH3:19])[CH3:18])[N:8]([C:20]2[CH:25]=[CH:24][C:23]([N+:26]([O-:28])=[O:27])=[CH:22][CH:21]=2)[N:7]=1)(C)(C)C.FC(F)(F)C(O)=O.C(=O)([O-])[O-].[K+].[K+], predict the reaction product. The product is: [NH2:5][C:6]1[C:10]([C:11]([O:13][CH3:14])=[O:12])=[C:9]([CH2:16][N:17]([CH3:18])[CH3:19])[N:8]([C:20]2[CH:21]=[CH:22][C:23]([N+:26]([O-:28])=[O:27])=[CH:24][CH:25]=2)[N:7]=1. (2) Given the reactants [F:1][C:2]1[CH:3]=[CH:4][C:5]([NH:23][C:24]([C:26]2[N:27]=[C:28]([C:31]3[CH:32]=[N:33][N:34](COCC[Si](C)(C)C)[CH:35]=3)[S:29][CH:30]=2)=[O:25])=[C:6]([C:8]2[CH:13]=[CH:12][C:11]([CH2:14][NH:15]C(=O)OC(C)(C)C)=[CH:10][CH:9]=2)[CH:7]=1.[ClH:44], predict the reaction product. The product is: [ClH:44].[NH2:15][CH2:14][C:11]1[CH:12]=[CH:13][C:8]([C:6]2[CH:7]=[C:2]([F:1])[CH:3]=[CH:4][C:5]=2[NH:23][C:24]([C:26]2[N:27]=[C:28]([C:31]3[CH:35]=[N:34][NH:33][CH:32]=3)[S:29][CH:30]=2)=[O:25])=[CH:9][CH:10]=1. (3) The product is: [Cl:12][C:10]1[CH:9]=[CH:8][N:7]=[C:6]2[NH:11][C:3]([CH2:1][CH3:2])=[N:4][C:5]=12. Given the reactants [CH2:1]([C:3]1[NH:11][C:6]2=[N:7][CH:8]=[CH:9][CH:10]=[C:5]2[N:4]=1)[CH3:2].[Cl:12]C1C=CC=C(C(OO)=O)C=1.P(Cl)(Cl)(Cl)=O.N, predict the reaction product. (4) Given the reactants [NH:1]1[CH2:8][CH2:7][CH2:6][CH:2]1[C:3]([OH:5])=[O:4].[OH-].[Na+].C1C[O:14][CH2:13]C1.C(O)(=O)[CH2:17][C:18]([CH2:23]C(O)=O)([C:20](O)=O)[OH:19], predict the reaction product. The product is: [C:18]([O:19][C:13]([N:1]1[CH2:8][CH2:7][CH2:6][CH:2]1[C:3]([OH:5])=[O:4])=[O:14])([CH3:17])([CH3:20])[CH3:23]. (5) Given the reactants [CH:1]1[C:13]2[CH:12]([CH2:14][O:15][C:16]([N:18]3[CH2:22][CH2:21][CH2:20][C@H:19]3[C:23]([OH:25])=[O:24])=[O:17])[C:11]3[C:6](=[CH:7][CH:8]=[CH:9][CH:10]=3)[C:5]=2[CH:4]=[CH:3][CH:2]=1.C(N(C(C)C)C(C)C)C.Br[CH2:36][C:37]([O:39][C:40]([CH3:43])([CH3:42])[CH3:41])=[O:38], predict the reaction product. The product is: [N:18]1([C:16]([O:15][CH2:14][CH:12]2[C:11]3[CH:10]=[CH:9][CH:8]=[CH:7][C:6]=3[C:5]3[C:13]2=[CH:1][CH:2]=[CH:3][CH:4]=3)=[O:17])[CH2:22][CH2:21][CH2:20][C@H:19]1[C:23]([O:25][CH2:36][C:37]([O:39][C:40]([CH3:43])([CH3:42])[CH3:41])=[O:38])=[O:24]. (6) Given the reactants [C:1]([O:5][C:6]([N:8]([CH2:21][CH:22]1[CH2:27][CH2:26][N:25]([C:28]2[CH:29]=[C:30]([CH:35]=[C:36]([Cl:38])[N:37]=2)[C:31]([O:33]C)=[O:32])[CH2:24][CH:23]1[C:39]1[CH:44]=[CH:43][CH:42]=[CH:41][CH:40]=1)[C@@H:9]([C:11]1[C:20]2[C:15](=[CH:16][CH:17]=[CH:18][CH:19]=2)[CH:14]=[CH:13][CH:12]=1)[CH3:10])=[O:7])([CH3:4])([CH3:3])[CH3:2].[OH-].[Na+].Cl, predict the reaction product. The product is: [C:1]([O:5][C:6]([N:8]([CH2:21][CH:22]1[CH2:27][CH2:26][N:25]([C:28]2[CH:29]=[C:30]([CH:35]=[C:36]([Cl:38])[N:37]=2)[C:31]([OH:33])=[O:32])[CH2:24][CH:23]1[C:39]1[CH:40]=[CH:41][CH:42]=[CH:43][CH:44]=1)[C@@H:9]([C:11]1[C:20]2[C:15](=[CH:16][CH:17]=[CH:18][CH:19]=2)[CH:14]=[CH:13][CH:12]=1)[CH3:10])=[O:7])([CH3:2])([CH3:3])[CH3:4]. (7) Given the reactants [CH3:1][C:2]1[CH:7]=[CH:6][C:5]([C:8]2[O:9][C:10]([CH3:13])=[N:11][N:12]=2)=[CH:4][C:3]=1[C:14]1[CH:19]=[CH:18][C:17]([C:20]([OH:22])=O)=[CH:16][CH:15]=1.[CH3:23][C:24]1[CH:31]=[CH:30][CH:29]=[CH:28][C:25]=1[CH2:26][NH2:27], predict the reaction product. The product is: [CH3:1][C:2]1[CH:7]=[CH:6][C:5]([C:8]2[O:9][C:10]([CH3:13])=[N:11][N:12]=2)=[CH:4][C:3]=1[C:14]1[CH:15]=[CH:16][C:17]([C:20]([NH:27][CH2:26][C:25]2[CH:28]=[CH:29][CH:30]=[CH:31][C:24]=2[CH3:23])=[O:22])=[CH:18][CH:19]=1.